Task: Regression. Given a peptide amino acid sequence and an MHC pseudo amino acid sequence, predict their binding affinity value. This is MHC class I binding data.. Dataset: Peptide-MHC class I binding affinity with 185,985 pairs from IEDB/IMGT (1) The peptide sequence is TMRTPLFPW. The MHC is HLA-B39:01 with pseudo-sequence HLA-B39:01. The binding affinity (normalized) is 0.0847. (2) The peptide sequence is YAYEPGSVM. The MHC is HLA-A02:06 with pseudo-sequence HLA-A02:06. The binding affinity (normalized) is 0.898. (3) The peptide sequence is YLPYDIFCR. The MHC is HLA-A80:01 with pseudo-sequence HLA-A80:01. The binding affinity (normalized) is 0.0847. (4) The binding affinity (normalized) is 0. The MHC is HLA-A24:02 with pseudo-sequence HLA-A24:02. The peptide sequence is IKLEPVHGVY.